This data is from Forward reaction prediction with 1.9M reactions from USPTO patents (1976-2016). The task is: Predict the product of the given reaction. (1) The product is: [F:23][C:18]1[CH:17]=[CH:16][C:15]([N:10]2[CH2:11][CH2:12][N:8]([C:3]3[CH:4]=[N:5][CH:6]=[CH:7][C:2]=3[CH3:1])[C:9]2=[O:13])=[CH:22][C:19]=1[CH:20]=[O:21]. Given the reactants [CH3:1][C:2]1[CH:7]=[CH:6][N:5]=[CH:4][C:3]=1[N:8]1[CH2:12][CH2:11][NH:10][C:9]1=[O:13].Br[C:15]1[CH:16]=[CH:17][C:18]([F:23])=[C:19]([CH:22]=1)[CH:20]=[O:21].N[C@@H]1CCCC[C@H]1N.P([O-])([O-])([O-])=O.[K+].[K+].[K+], predict the reaction product. (2) Given the reactants [NH2:1][C:2]1[C:11]2[CH:10]=[CH:9][CH:8]=[C:7](Br)[C:6]=2[N:5]=[C:4]2[CH2:13][N:14]([CH2:17][CH2:18][CH3:19])[C:15](=[O:16])[C:3]=12.[F:20][C:21]1[CH:26]=[CH:25][CH:24]=[C:23]([O:27][CH3:28])[C:22]=1B(O)O, predict the reaction product. The product is: [NH2:1][C:2]1[C:11]2[CH:10]=[CH:9][CH:8]=[C:7]([C:22]3[C:23]([O:27][CH3:28])=[CH:24][CH:25]=[CH:26][C:21]=3[F:20])[C:6]=2[N:5]=[C:4]2[CH2:13][N:14]([CH2:17][CH2:18][CH3:19])[C:15](=[O:16])[C:3]=12.